From a dataset of NCI-60 drug combinations with 297,098 pairs across 59 cell lines. Regression. Given two drug SMILES strings and cell line genomic features, predict the synergy score measuring deviation from expected non-interaction effect. (1) Drug 1: CCC1=CC2CC(C3=C(CN(C2)C1)C4=CC=CC=C4N3)(C5=C(C=C6C(=C5)C78CCN9C7C(C=CC9)(C(C(C8N6C)(C(=O)OC)O)OC(=O)C)CC)OC)C(=O)OC.C(C(C(=O)O)O)(C(=O)O)O. Drug 2: CC12CCC3C(C1CCC2O)C(CC4=C3C=CC(=C4)O)CCCCCCCCCS(=O)CCCC(C(F)(F)F)(F)F. Cell line: EKVX. Synergy scores: CSS=36.9, Synergy_ZIP=0.129, Synergy_Bliss=1.10, Synergy_Loewe=-14.5, Synergy_HSA=2.43. (2) Drug 1: C1CCN(CC1)CCOC2=CC=C(C=C2)C(=O)C3=C(SC4=C3C=CC(=C4)O)C5=CC=C(C=C5)O. Drug 2: C1C(C(OC1N2C=NC3=C2NC=NCC3O)CO)O. Cell line: TK-10. Synergy scores: CSS=3.26, Synergy_ZIP=-0.346, Synergy_Bliss=0.190, Synergy_Loewe=0.284, Synergy_HSA=-0.834. (3) Drug 1: C1CCC(CC1)NC(=O)N(CCCl)N=O. Drug 2: C1=CN(C=N1)CC(O)(P(=O)(O)O)P(=O)(O)O. Cell line: HT29. Synergy scores: CSS=-4.88, Synergy_ZIP=-4.38, Synergy_Bliss=-15.4, Synergy_Loewe=-20.3, Synergy_HSA=-17.9. (4) Drug 1: C(=O)(N)NO. Drug 2: C1C(C(OC1N2C=NC3=C2NC=NCC3O)CO)O. Cell line: CAKI-1. Synergy scores: CSS=-0.444, Synergy_ZIP=-0.237, Synergy_Bliss=-1.53, Synergy_Loewe=-0.474, Synergy_HSA=-2.79. (5) Drug 1: C(=O)(N)NO. Drug 2: C(CC(=O)O)C(=O)CN.Cl. Cell line: RPMI-8226. Synergy scores: CSS=29.7, Synergy_ZIP=1.09, Synergy_Bliss=4.98, Synergy_Loewe=7.83, Synergy_HSA=8.25. (6) Drug 1: C1=CC(=C2C(=C1NCCNCCO)C(=O)C3=C(C=CC(=C3C2=O)O)O)NCCNCCO. Drug 2: C1CCC(CC1)NC(=O)N(CCCl)N=O. Cell line: HT29. Synergy scores: CSS=16.0, Synergy_ZIP=-11.2, Synergy_Bliss=-13.2, Synergy_Loewe=-36.0, Synergy_HSA=-12.0.